This data is from Forward reaction prediction with 1.9M reactions from USPTO patents (1976-2016). The task is: Predict the product of the given reaction. (1) Given the reactants [CH:1]([O:4][C:5]([C:7]1[CH:8]=[C:9]2[C:13](=[CH:14][CH:15]=1)[NH:12][C:11]([C:16]([O:18]CC)=[O:17])=[CH:10]2)=[O:6])([CH3:3])[CH3:2], predict the reaction product. The product is: [CH:1]([O:4][C:5]([C:7]1[CH:8]=[C:9]2[C:13](=[CH:14][CH:15]=1)[NH:12][C:11]([C:16]([OH:18])=[O:17])=[CH:10]2)=[O:6])([CH3:3])[CH3:2]. (2) Given the reactants Cl[C:2]1[C:3]([C:13]([NH2:15])=[O:14])=[N:4][C:5]([C:9]([OH:12])([CH3:11])[CH3:10])=[C:6]([Cl:8])[N:7]=1.[NH2:16][C:17]1[CH:18]=[N:19][N:20]([CH2:22][CH2:23][OH:24])[CH:21]=1.C(N(C(C)C)CC)(C)C.C(=O)([O-])O.[Na+], predict the reaction product. The product is: [Cl:8][C:6]1[N:7]=[C:2]([NH:16][C:17]2[CH:18]=[N:19][N:20]([CH2:22][CH2:23][OH:24])[CH:21]=2)[C:3]([C:13]([NH2:15])=[O:14])=[N:4][C:5]=1[C:9]([OH:12])([CH3:11])[CH3:10].